This data is from CYP2D6 inhibition data for predicting drug metabolism from PubChem BioAssay. The task is: Regression/Classification. Given a drug SMILES string, predict its absorption, distribution, metabolism, or excretion properties. Task type varies by dataset: regression for continuous measurements (e.g., permeability, clearance, half-life) or binary classification for categorical outcomes (e.g., BBB penetration, CYP inhibition). Dataset: cyp2d6_veith. (1) The drug is N[C@@H](Cn1ccc(=O)n(Cc2ccc(C(=O)O)cc2)c1=O)C(=O)O. The result is 0 (non-inhibitor). (2) The molecule is COC(=O)N1CCC[C@@]2(CCN(C(=O)Nc3ccccc3)C2)C1. The result is 0 (non-inhibitor). (3) The molecule is Cc1cc2ncn(/N=C/c3ccc([N+](=O)[O-])o3)c2cc1C. The result is 0 (non-inhibitor). (4) The drug is C[C@H](O)C(=O)C1=Nc2c(nc(N)[nH]c2=O)NC1. The result is 0 (non-inhibitor). (5) The molecule is Clc1ccc(COn2c(-c3ccccc3)nc3ccccc32)cc1. The result is 1 (inhibitor). (6) The compound is Cc1noc(C)c1-c1nc(NCc2ccccc2)c2ccccc2n1. The result is 1 (inhibitor).